Dataset: Forward reaction prediction with 1.9M reactions from USPTO patents (1976-2016). Task: Predict the product of the given reaction. (1) Given the reactants [F:1][C:2]1[CH:7]=[CH:6][C:5](I)=[CH:4][C:3]=1[C@:9]1([CH2:20][F:21])[CH2:14][C@@H:13]([C:15]([F:18])([F:17])[F:16])[O:12][C:11]([NH2:19])=[N:10]1.[CH3:22][O:23][C:24]1[C:25]([C:32]#[C:33][Si](C)(C)C)=[N:26][CH:27]=[C:28]([CH:31]=1)[C:29]#[N:30].C(N(CC)CC)C.[F-].C[N+](C)(C)C, predict the reaction product. The product is: [NH2:19][C:11]1[O:12][C@H:13]([C:15]([F:18])([F:17])[F:16])[CH2:14][C@:9]([C:3]2[CH:4]=[C:5]([C:33]#[C:32][C:25]3[C:24]([O:23][CH3:22])=[CH:31][C:28]([C:29]#[N:30])=[CH:27][N:26]=3)[CH:6]=[CH:7][C:2]=2[F:1])([CH2:20][F:21])[N:10]=1. (2) Given the reactants [F:1][C:2]1[C:11]([N:12]2[CH2:17][CH2:16][NH:15][CH2:14][CH2:13]2)=[CH:10][C:9]2[NH:8][CH:7]=[C:6]3[C:18](=[O:27])[N:19]([C:21]4[CH:26]=[CH:25][CH:24]=[CH:23][CH:22]=4)[N:20]=[C:5]3[C:4]=2[CH:3]=1.F[C:46]1[C:47](F)=[CH:42]C2C3C(C(=O)N([C:42]4[CH:47]=[CH:46][CH:45]=[CH:44]C=4)N=3)=CN[C:44]=2[CH:45]=1.C1(N2CCNCC2)CCCC1, predict the reaction product. The product is: [CH:44]1([N:15]2[CH2:14][CH2:13][N:12]([C:11]3[C:2]([F:1])=[CH:3][C:4]4[C:5]5[C:6]([C:18](=[O:27])[N:19]([C:21]6[CH:26]=[CH:25][CH:24]=[CH:23][CH:22]=6)[N:20]=5)=[CH:7][NH:8][C:9]=4[CH:10]=3)[CH2:17][CH2:16]2)[CH2:45][CH2:46][CH2:47][CH2:42]1. (3) Given the reactants [Br:1][C:2]1[CH:3]=[C:4]([CH3:12])[C:5]2[N:9]=[C:8]([CH3:10])[NH:7][C:6]=2[CH:11]=1.[Cl:13][C:14]1[CH:19]=[C:18]([Cl:20])[CH:17]=[CH:16][C:15]=1[CH2:21]Cl, predict the reaction product. The product is: [Br:1][C:2]1[CH:3]=[C:4]([CH3:12])[C:5]2[N:9]=[C:8]([CH3:10])[N:7]([CH2:21][C:15]3[CH:16]=[CH:17][C:18]([Cl:20])=[CH:19][C:14]=3[Cl:13])[C:6]=2[CH:11]=1. (4) Given the reactants [N:1]1([C:6]2[CH:34]=[CH:33][C:9]([CH2:10][C:11]3[CH:19]=[C:18]4[C:14]([CH2:15][N:16](CC5C=CC(OC)=CC=5OC)[C:17]4=[O:20])=[CH:13][C:12]=3[CH3:32])=[CH:8][CH:7]=2)[CH:5]=[CH:4][CH:3]=[N:2]1.C1(OC)C=CC=CC=1, predict the reaction product. The product is: [N:1]1([C:6]2[CH:34]=[CH:33][C:9]([CH2:10][C:11]3[CH:19]=[C:18]4[C:14]([CH2:15][NH:16][C:17]4=[O:20])=[CH:13][C:12]=3[CH3:32])=[CH:8][CH:7]=2)[CH:5]=[CH:4][CH:3]=[N:2]1. (5) The product is: [CH2:1]([O:8][C:9]1[C:10]([C:25]2[CH:26]=[CH:27][C:28]3[O:33][CH2:32][CH2:31][CH2:30][C:29]=3[CH:34]=2)=[C:11]([CH:19]([O:24][C:2]([CH3:7])([CH3:3])[CH3:1])[C:20]([O:22][CH3:23])=[O:21])[C:12]([C:15]([F:17])([F:18])[F:16])=[CH:13][CH:14]=1)[C:2]1[CH:7]=[CH:6][CH:5]=[CH:4][CH:3]=1. Given the reactants [CH2:1]([O:8][C:9]1[C:10]([C:25]2[CH:26]=[CH:27][C:28]3[O:33][CH2:32][CH2:31][CH2:30][C:29]=3[CH:34]=2)=[C:11]([CH:19]([OH:24])[C:20]([O:22][CH3:23])=[O:21])[C:12]([C:15]([F:18])([F:17])[F:16])=[CH:13][CH:14]=1)[C:2]1[CH:7]=[CH:6][CH:5]=[CH:4][CH:3]=1.Cl(O)(=O)(=O)=O.[Na], predict the reaction product. (6) The product is: [OH:27][CH:28]([C:30]1[CH:35]=[CH:34][C:33]([C:36]2[N:40]=[C:39]([C:41]3[O:45][N:44]=[C:43]([C:46]4[CH:51]=[CH:50][CH:49]=[CH:48][CH:47]=4)[C:42]=3[C:52]([F:55])([F:54])[F:53])[O:38][N:37]=2)=[CH:32][CH:31]=1)[CH2:6][N:8]1[CH2:13][CH2:12][O:11][CH:10]([C:14]([OH:16])=[O:15])[CH2:9]1. Given the reactants C(O[C:6]([N:8]1[CH2:13][CH2:12][O:11][CH:10]([C:14]([OH:16])=[O:15])[CH2:9]1)=O)(C)(C)C.C(O)(C(F)(F)F)=O.C(Cl)Cl.[O:27]1C[CH:28]1[C:30]1[CH:35]=[CH:34][C:33]([C:36]2[N:40]=[C:39]([C:41]3[O:45][N:44]=[C:43]([C:46]4[CH:51]=[CH:50][CH:49]=[CH:48][CH:47]=4)[C:42]=3[C:52]([F:55])([F:54])[F:53])[O:38][N:37]=2)=[CH:32][CH:31]=1.C(=O)([O-])[O-].[Cs+].[Cs+], predict the reaction product. (7) Given the reactants [NH2:1][C:2]1[S:3][C:4]([CH3:12])=[C:5]([CH2:7][C:8]([O:10][CH3:11])=[O:9])[N:6]=1.[Cl:13][C:14]1[C:15]([CH3:24])=[C:16]([S:20](Cl)(=[O:22])=[O:21])[CH:17]=[CH:18][CH:19]=1, predict the reaction product. The product is: [Cl:13][C:14]1[C:15]([CH3:24])=[C:16]([S:20]([NH:1][C:2]2[S:3][C:4]([CH3:12])=[C:5]([CH2:7][C:8]([O:10][CH3:11])=[O:9])[N:6]=2)(=[O:22])=[O:21])[CH:17]=[CH:18][CH:19]=1. (8) Given the reactants [CH2:1]([O:8][C:9]1[CH:14]=[CH:13][C:12]([C:15]2[C:20]([N+:21]([O-])=O)=[CH:19][CH:18]=[CH:17][C:16]=2[O:24][CH3:25])=[CH:11][CH:10]=1)[C:2]1[CH:7]=[CH:6][CH:5]=[CH:4][CH:3]=1.Cl[Sn]Cl.[OH-].[Na+], predict the reaction product. The product is: [CH2:1]([O:8][C:9]1[CH:14]=[CH:13][C:12]([C:15]2[C:20]([NH2:21])=[CH:19][CH:18]=[CH:17][C:16]=2[O:24][CH3:25])=[CH:11][CH:10]=1)[C:2]1[CH:3]=[CH:4][CH:5]=[CH:6][CH:7]=1.